From a dataset of Full USPTO retrosynthesis dataset with 1.9M reactions from patents (1976-2016). Predict the reactants needed to synthesize the given product. (1) The reactants are: [Cl-].[Ca+2].[Cl-].[BH4-].[Na+].[OH:6][C@@:7]([C:38]1[CH:47]=[CH:46][C:45]2[C:40](=[CH:41][CH:42]=[C:43]([C:48]([NH:50][CH3:51])=[O:49])[CH:44]=2)[CH:39]=1)([C:14]1[N:15]=[CH:16][N:17]([C:19]([C:32]2[CH:37]=[CH:36][CH:35]=[CH:34][CH:33]=2)([C:26]2[CH:31]=[CH:30][CH:29]=[CH:28][CH:27]=2)[C:20]2[CH:25]=[CH:24][CH:23]=[CH:22][CH:21]=2)[CH:18]=1)[CH2:8][C:9](OCC)=[O:10].Cl.[OH-].[Na+]. Given the product [OH:6][C@@:7]([C:38]1[CH:39]=[C:40]2[C:45](=[CH:46][CH:47]=1)[CH:44]=[C:43]([C:48]([NH:50][CH3:51])=[O:49])[CH:42]=[CH:41]2)([C:14]1[N:15]=[CH:16][N:17]([C:19]([C:26]2[CH:31]=[CH:30][CH:29]=[CH:28][CH:27]=2)([C:32]2[CH:33]=[CH:34][CH:35]=[CH:36][CH:37]=2)[C:20]2[CH:25]=[CH:24][CH:23]=[CH:22][CH:21]=2)[CH:18]=1)[CH2:8][CH2:9][OH:10], predict the reactants needed to synthesize it. (2) The reactants are: BrC1C=CC2[NH:10][CH:9](C)OC(C)(C)C=2C=1.C(OC(N1C=CC=C1B(O)O)=O)(C)(C)C.[C:30]([O:34][C:35]([N:37]1[C:41]([C:42]2[CH:43]=[CH:44][C:45]3[NH:50][CH:49]([CH3:51])[O:48][C:47]([CH3:53])([CH3:52])[C:46]=3[CH:54]=2)=[CH:40][CH:39]=[CH:38]1)=[O:36])([CH3:33])([CH3:32])[CH3:31].S([O-])([O-])(=O)=O.[NH4+].[NH4+]. Given the product [C:30]([O:34][C:35]([N:37]1[C:41]([C:42]2[CH:43]=[CH:44][C:45]3[NH:50][CH:49]([CH3:51])[O:48][C:47]([CH3:53])([CH3:52])[C:46]=3[CH:54]=2)=[CH:40][CH:39]=[CH:38]1)=[O:36])([CH3:33])([CH3:31])[CH3:32].[C:9]([C:38]1[N:37]([C:35]([O:34][C:30]([CH3:33])([CH3:31])[CH3:32])=[O:36])[C:41]([C:42]2[CH:43]=[CH:44][C:45]3[NH:50][CH:49]([CH3:51])[O:48][C:47]([CH3:53])([CH3:52])[C:46]=3[CH:54]=2)=[CH:40][CH:39]=1)#[N:10], predict the reactants needed to synthesize it. (3) Given the product [CH3:1][C:2]1([CH3:11])[CH2:7][CH:6]([C:25]([OH:29])=[O:33])[CH2:5][C:4]([CH3:10])([CH3:9])[O:3]1, predict the reactants needed to synthesize it. The reactants are: [CH3:1][C:2]1([CH3:11])[CH2:7][C:6](=O)[CH2:5][C:4]([CH3:10])([CH3:9])[O:3]1.C1(C)C=CC(S(C[N+]#[C-])(=O)=O)=CC=1.[C:25]([OH:29])(C)(C)C.CC(C)([O-:33])C.[K+]. (4) Given the product [NH2:94][C@H:95]([C:106]([NH:108][C@H:109]([C:117]([O:119][CH3:120])=[O:118])[CH2:110][S:111][CH2:112][NH:113][C:114]([CH3:116])=[O:115])=[O:107])[CH2:96][C:97]1[C:105]2[C:100](=[CH:101][CH:102]=[CH:103][CH:104]=2)[NH:99][CH:98]=1, predict the reactants needed to synthesize it. The reactants are: N(C(C)=O)[C@H](C(N[C@H](C(N[C@@H](C(N[C@H](C(N[C@@H](C(N[C@H](C([NH:94][C@H:95]([C:106]([NH:108][C@H:109]([C:117]([O:119][CH3:120])=[O:118])[CH2:110][S:111][CH2:112][NH:113][C:114]([CH3:116])=[O:115])=[O:107])[CH2:96][C:97]1[C:105]2[C:100](=[CH:101][CH:102]=[CH:103][CH:104]=2)[NH:99][CH:98]=1)=O)CCCNC(=N)NS(C1C(C)=C2C(OC(C2)(C)C)=C(C)C=1C)(=O)=O)=O)CC1C=CC=CC=1)=O)CC1N=CNC=1)=O)C)=O)CSCNC(C)=O)=O)CCCNC(=N)NS(C1C(C)=C2C(OC(C2)(C)C)=C(C)C=1C)(=O)=O.N(C(C)=O)[C@H](C(N[C@H](C(N[C@@H](C(N[C@H](C(N[C@@H](C(N[C@H](C(NN)=O)CCCNC(=N)NS(C1C(C)=C2C(OC(C2)(C)C)=C(C)C=1C)(=O)=O)=O)CC1C=CC=CC=1)=O)CC1N=CNC=1)=O)C)=O)CSCNC(C)=O)=O)CCCNC(=N)NS(C1C(C)=C2C(OC(C2)(C)C)=C(C)C=1C)(=O)=O.